From a dataset of Forward reaction prediction with 1.9M reactions from USPTO patents (1976-2016). Predict the product of the given reaction. (1) Given the reactants C(OC([N:8]1[CH2:11][CH:10]([CH2:12][C:13]2[N:14]([CH3:40])[C:15]3[C:20]([N:21]=2)=[C:19]([N:22]2[CH2:27][CH2:26][O:25][CH2:24][CH2:23]2)[N:18]=[C:17]([N:28]2[C:32]4[CH:33]=[CH:34][CH:35]=[CH:36][C:31]=4[N:30]=[C:29]2[C@H:37]([OH:39])[CH3:38])[N:16]=3)[CH2:9]1)=O)(C)(C)C.C(O)(C(F)(F)F)=O, predict the reaction product. The product is: [NH:8]1[CH2:11][CH:10]([CH2:12][C:13]2[N:14]([CH3:40])[C:15]3[C:20]([N:21]=2)=[C:19]([N:22]2[CH2:27][CH2:26][O:25][CH2:24][CH2:23]2)[N:18]=[C:17]([N:28]2[C:32]4[CH:33]=[CH:34][CH:35]=[CH:36][C:31]=4[N:30]=[C:29]2[C@H:37]([OH:39])[CH3:38])[N:16]=3)[CH2:9]1. (2) Given the reactants [NH2:1][C:2]1[S:3][C:4]2[CH2:10][CH2:9][CH2:8][CH2:7][C:5]=2[N:6]=1.[Br:11][CH2:12][C:13]1[CH:18]=[CH:17][CH:16]=[C:15]([CH2:19]Br)[N:14]=1, predict the reaction product. The product is: [BrH:11].[BrH:11].[NH:1]=[C:2]1[N:6]([CH2:12][C:13]2[CH:18]=[CH:17][CH:16]=[C:15]([CH2:19][N:6]3[C:5]4[CH2:7][CH2:8][CH2:9][CH2:10][C:4]=4[S:3][C:2]3=[NH:1])[N:14]=2)[C:5]2[CH2:7][CH2:8][CH2:9][CH2:10][C:4]=2[S:3]1. (3) Given the reactants [Br:1][C:2]1[CH:7]=[C:6]([F:8])[C:5]([Br:9])=[CH:4][C:3]=1[F:10].[N+:11]([O-])([OH:13])=[O:12], predict the reaction product. The product is: [Br:1][C:2]1[C:3]([F:10])=[CH:4][C:5]([Br:9])=[C:6]([F:8])[C:7]=1[N+:11]([O-:13])=[O:12]. (4) The product is: [CH3:28][C:19]1[CH:18]=[C:16]([NH:17][S:9]([CH2:30][CH:31]2[CH2:38][CH2:37][CH2:34][CH2:33][CH2:32]2)(=[O:11])=[O:10])[CH:15]=[C:14]([CH3:13])[C:20]=1[S:21]([CH2:24][N+:25]([O-:27])=[O:26])(=[O:22])=[O:23]. Given the reactants COC1C=C([S:9](Cl)(=[O:11])=[O:10])C=CC=1.[CH3:13][C:14]1[CH:15]=[C:16]([CH:18]=[C:19]([CH3:28])[C:20]=1[S:21]([CH2:24][N+:25]([O-:27])=[O:26])(=[O:23])=[O:22])[NH2:17].N1[CH:34]=[CH:33][CH:32]=[CH:31][CH:30]=1.Cl.O1CC[CH2:38][CH2:37]1, predict the reaction product. (5) The product is: [CH2:1]([O:3][C:4](=[O:19])[CH2:5][CH2:6][CH2:7][CH2:8][CH2:9][CH2:10][S:11]([C:12]1[CH:17]=[CH:16][C:15]([Cl:18])=[CH:14][CH:13]=1)=[O:21])[CH3:2]. Given the reactants [CH2:1]([O:3][C:4](=[O:19])[CH2:5][CH2:6][CH2:7][CH2:8][CH2:9][CH2:10][S:11][C:12]1[CH:17]=[CH:16][C:15]([Cl:18])=[CH:14][CH:13]=1)[CH3:2].I([O-])(=O)(=O)=[O:21].[Na+], predict the reaction product. (6) Given the reactants C[O-].[Na+].[CH3:4][C:5]1[CH:6]=[C:7]([CH:11]=[CH:12][CH:13]=1)[CH2:8][C:9]#[N:10].[C:14]1(=O)[CH2:19][CH2:18][CH2:17][CH2:16][CH2:15]1.C(O)=O, predict the reaction product. The product is: [C:14]1(=[C:8]([C:7]2[CH:6]=[C:5]([CH3:4])[CH:13]=[CH:12][CH:11]=2)[C:9]#[N:10])[CH2:19][CH2:18][CH2:17][CH2:16][CH2:15]1. (7) Given the reactants [F:1][C:2]([F:19])([F:18])[C:3]1[CH:4]=[C:5](/[CH:13]=[CH:14]/[C:15](Cl)=[O:16])[CH:6]=[C:7]([C:9]([F:12])([F:11])[F:10])[CH:8]=1.[I:20][C:21]1[CH:26]=[CH:25][C:24]([NH2:27])=[C:23]([C:28]2[NH:32][N:31]=[N:30][N:29]=2)[CH:22]=1, predict the reaction product. The product is: [F:1][C:2]([F:19])([F:18])[C:3]1[CH:4]=[C:5](/[CH:13]=[CH:14]/[C:15]([NH:27][C:24]2[CH:25]=[CH:26][C:21]([I:20])=[CH:22][C:23]=2[C:28]2[NH:32][N:31]=[N:30][N:29]=2)=[O:16])[CH:6]=[C:7]([C:9]([F:12])([F:11])[F:10])[CH:8]=1. (8) Given the reactants [NH2:1][C:2]1[CH:7]=[CH:6][C:5]([CH:8]([CH2:17][CH:18]2[CH2:22][CH2:21][CH2:20][CH2:19]2)[C:9]([NH:11][C:12]2[S:13][CH:14]=[CH:15][N:16]=2)=[O:10])=[CH:4][CH:3]=1.C(N(CC)C(C)C)(C)C.[N+:32]([C:35]1[CH:40]=[CH:39][C:38]([S:41](Cl)(=[O:43])=[O:42])=[CH:37][CH:36]=1)([O-:34])=[O:33], predict the reaction product. The product is: [CH:18]1([CH2:17][CH:8]([C:5]2[CH:4]=[CH:3][C:2]([NH:1][S:41]([C:38]3[CH:37]=[CH:36][C:35]([N+:32]([O-:34])=[O:33])=[CH:40][CH:39]=3)(=[O:42])=[O:43])=[CH:7][CH:6]=2)[C:9]([NH:11][C:12]2[S:13][CH:14]=[CH:15][N:16]=2)=[O:10])[CH2:22][CH2:21][CH2:20][CH2:19]1. (9) Given the reactants [CH3:1][N:2]1[C:6]([B:7]2[O:11][C:10]([CH3:13])([CH3:12])[C:9]([CH3:15])([CH3:14])[O:8]2)=[CH:5][CH:4]=[N:3]1.[Cl:16]N1C(=O)CCC1=O.O1CCCC1, predict the reaction product. The product is: [Cl:16][C:5]1[CH:4]=[N:3][N:2]([CH3:1])[C:6]=1[B:7]1[O:11][C:10]([CH3:13])([CH3:12])[C:9]([CH3:15])([CH3:14])[O:8]1.